From a dataset of Catalyst prediction with 721,799 reactions and 888 catalyst types from USPTO. Predict which catalyst facilitates the given reaction. (1) Reactant: [CH:1]([Si:4]([CH:20]([CH3:22])[CH3:21])([CH:17]([CH3:19])[CH3:18])[O:5][C:6]([C:8]1[O:9][C:10]2[CH:16]=[CH:15][CH:14]=[CH:13][C:11]=2[CH:12]=1)=[CH2:7])([CH3:3])[CH3:2].C1C(=O)N([Cl:30])C(=O)C1. Product: [CH:20]([Si:4]([CH:1]([CH3:2])[CH3:3])([CH:17]([CH3:19])[CH3:18])[O:5][C:6]([C:8]1[O:9][C:10]2[CH:16]=[CH:15][CH:14]=[CH:13][C:11]=2[CH:12]=1)=[CH:7][Cl:30])([CH3:22])[CH3:21]. The catalyst class is: 1. (2) Reactant: Br[C:2]1[N:6]2[CH:7]=[CH:8][C:9]([C:11]([CH3:21])([O:13][Si:14]([CH2:19][CH3:20])([CH2:17][CH3:18])[CH2:15][CH3:16])[CH3:12])=[N:10][C:5]2=[N:4][CH:3]=1.C([Mg]Cl)(C)C.[CH2:27]([Sn:31](Cl)([CH2:36][CH2:37][CH2:38][CH3:39])[CH2:32][CH2:33][CH2:34][CH3:35])[CH2:28][CH2:29][CH3:30]. Product: [CH3:12][C:11]([C:9]1[CH:8]=[CH:7][N:6]2[C:2]([Sn:31]([CH2:32][CH2:33][CH2:34][CH3:35])([CH2:36][CH2:37][CH2:38][CH3:39])[CH2:27][CH2:28][CH2:29][CH3:30])=[CH:3][N:4]=[C:5]2[N:10]=1)([O:13][Si:14]([CH2:19][CH3:20])([CH2:17][CH3:18])[CH2:15][CH3:16])[CH3:21]. The catalyst class is: 7. (3) Reactant: [CH:1]1([N:5]2[CH2:11][CH2:10][C:9]3[S:12][C:13]([C:15]4[CH:16]=[CH:17][C:18]([C:21](O)=[O:22])=[N:19][CH:20]=4)=[N:14][C:8]=3[CH2:7][CH2:6]2)[CH2:4][CH2:3][CH2:2]1.[NH3:24]. Product: [CH:1]1([N:5]2[CH2:11][CH2:10][C:9]3[S:12][C:13]([C:15]4[CH:16]=[CH:17][C:18]([C:21]([NH2:24])=[O:22])=[N:19][CH:20]=4)=[N:14][C:8]=3[CH2:7][CH2:6]2)[CH2:2][CH2:3][CH2:4]1. The catalyst class is: 4. (4) Reactant: [CH2:1]([N:3]([CH3:6])[CH:4]=O)[CH3:2].[Cl-].[P+]=O.[Cl:10][C:11]1[CH:31]=[CH:30][C:14]([O:15][C:16]2[N:21]=[C:20]([CH3:22])[C:19]([NH2:23])=[CH:18][C:17]=2[C:24]#[C:25][Si:26]([CH3:29])([CH3:28])[CH3:27])=[CH:13][C:12]=1[C:32]([F:35])([F:34])[F:33].[OH-].[Na+]. Product: [Cl:10][C:11]1[CH:31]=[CH:30][C:14]([O:15][C:16]2[N:21]=[C:20]([CH3:22])[C:19]([N:23]=[CH:4][N:3]([CH2:1][CH3:2])[CH3:6])=[CH:18][C:17]=2[C:24]#[C:25][Si:26]([CH3:29])([CH3:27])[CH3:28])=[CH:13][C:12]=1[C:32]([F:34])([F:33])[F:35]. The catalyst class is: 4. (5) Reactant: [C:1]([C:5]1[CH:6]=[C:7]2[C:12](=[C:13]([F:15])[CH:14]=1)[C:11](=[O:16])[N:10]([C:17]1[N:24]=[CH:23][CH:22]=[C:21]([C:25]3[CH:30]=[C:29]([NH:31][C:32]4[CH:45]=[C:35]5[CH2:36][N:37]([C:40](=[O:44])[CH:41]([CH3:43])[CH3:42])[CH2:38][CH2:39][N:34]5[N:33]=4)[C:28](=[O:46])[N:27]([CH3:47])[CH:26]=3)[C:18]=1[CH:19]=[O:20])[N:9]=[CH:8]2)([CH3:4])([CH3:3])[CH3:2].[BH4-].[Na+]. Product: [C:1]([C:5]1[CH:6]=[C:7]2[C:12](=[C:13]([F:15])[CH:14]=1)[C:11](=[O:16])[N:10]([C:17]1[C:18]([CH2:19][OH:20])=[C:21]([C:25]3[CH:30]=[C:29]([NH:31][C:32]4[CH:45]=[C:35]5[CH2:36][N:37]([C:40](=[O:44])[CH:41]([CH3:42])[CH3:43])[CH2:38][CH2:39][N:34]5[N:33]=4)[C:28](=[O:46])[N:27]([CH3:47])[CH:26]=3)[CH:22]=[CH:23][N:24]=1)[N:9]=[CH:8]2)([CH3:3])([CH3:4])[CH3:2]. The catalyst class is: 98. (6) Reactant: [OH:1][C@H:2]([CH3:7])[C:3]([O:5][CH3:6])=[O:4].[F:8][C:9]([F:22])([F:21])[S:10](O[S:10]([C:9]([F:22])([F:21])[F:8])(=[O:12])=[O:11])(=[O:12])=[O:11].CC1C=CC=C(C)N=1. Product: [F:8][C:9]([F:22])([F:21])[S:10]([O:1][C@H:2]([CH3:7])[C:3]([O:5][CH3:6])=[O:4])(=[O:12])=[O:11]. The catalyst class is: 2. (7) Product: [NH2:18][C:9]1[C:8]2[N:7]=[C:6]([CH2:19][O:20][CH2:21][CH3:22])[N:5]([CH2:4][CH2:3][CH2:2][NH:1][CH2:23][C:25]3[CH:26]=[C:27]([CH:36]=[CH:37][CH:38]=3)[O:28][CH2:29][C:30]([O:32][CH:33]([CH3:35])[CH3:34])=[O:31])[C:17]=2[C:16]2[CH:15]=[CH:14][CH:13]=[CH:12][C:11]=2[N:10]=1. The catalyst class is: 5. Reactant: [NH2:1][CH2:2][CH2:3][CH2:4][N:5]1[C:17]2[C:16]3[CH:15]=[CH:14][CH:13]=[CH:12][C:11]=3[N:10]=[C:9]([NH2:18])[C:8]=2[N:7]=[C:6]1[CH2:19][O:20][CH2:21][CH3:22].[CH:23]([C:25]1[CH:26]=[C:27]([CH:36]=[CH:37][CH:38]=1)[O:28][CH2:29][C:30]([O:32][CH:33]([CH3:35])[CH3:34])=[O:31])=O.CC(O)=O.[BH3-]C#N.[Na+].N.